This data is from Full USPTO retrosynthesis dataset with 1.9M reactions from patents (1976-2016). The task is: Predict the reactants needed to synthesize the given product. (1) Given the product [CH2:1]([N:8]1[C:16]2[CH:15]=[CH:14][C:13]3[N:12]([C:19]([CH3:44])=[N:18][N:17]=3)[C:11]=2[CH:10]=[C:9]1[CH2:33][OH:34])[C:2]1[CH:7]=[CH:6][CH:5]=[CH:4][CH:3]=1, predict the reactants needed to synthesize it. The reactants are: [CH2:1]([N:8]1[C:16]2[C:11](=[N:12][C:13]([N:17](C(OC(C)(C)C)=O)[NH:18][C:19](OC(C)(C)C)=O)=[CH:14][CH:15]=2)[CH:10]=[C:9]1[CH2:33][O:34][Si](C(C)(C)C)(C)C)[C:2]1[CH:7]=[CH:6][CH:5]=[CH:4][CH:3]=1.[OH-].[Na+].[CH3:44]C(O)=O. (2) Given the product [NH2:1][CH2:4][CH:5]([OH:23])[CH2:6][N:7]1[C:13]2[CH:14]=[CH:15][CH:16]=[CH:17][C:12]=2[CH2:11][CH2:10][C:9]2[CH:18]=[CH:19][C:20]([Cl:22])=[CH:21][C:8]1=2, predict the reactants needed to synthesize it. The reactants are: [N:1]([CH2:4][CH:5]([OH:23])[CH2:6][N:7]1[C:13]2[CH:14]=[CH:15][CH:16]=[CH:17][C:12]=2[CH2:11][CH2:10][C:9]2[CH:18]=[CH:19][C:20]([Cl:22])=[CH:21][C:8]1=2)=[N+]=[N-].C1C=CC(P(C2C=CC=CC=2)C2C=CC=CC=2)=CC=1.